This data is from Merck oncology drug combination screen with 23,052 pairs across 39 cell lines. The task is: Regression. Given two drug SMILES strings and cell line genomic features, predict the synergy score measuring deviation from expected non-interaction effect. (1) Cell line: NCIH1650. Drug 1: C#Cc1cccc(Nc2ncnc3cc(OCCOC)c(OCCOC)cc23)c1. Synergy scores: synergy=11.8. Drug 2: O=C(NOCC(O)CO)c1ccc(F)c(F)c1Nc1ccc(I)cc1F. (2) Drug 1: O=C(CCCCCCC(=O)Nc1ccccc1)NO. Drug 2: CCN(CC)CCNC(=O)c1c(C)[nH]c(C=C2C(=O)Nc3ccc(F)cc32)c1C. Cell line: HT144. Synergy scores: synergy=-10.8. (3) Drug 1: N#Cc1ccc(Cn2cncc2CN2CCN(c3cccc(Cl)c3)C(=O)C2)cc1. Drug 2: C=CCn1c(=O)c2cnc(Nc3ccc(N4CCN(C)CC4)cc3)nc2n1-c1cccc(C(C)(C)O)n1. Cell line: LOVO. Synergy scores: synergy=-6.31. (4) Drug 1: COc1cccc2c1C(=O)c1c(O)c3c(c(O)c1C2=O)CC(O)(C(=O)CO)CC3OC1CC(N)C(O)C(C)O1. Drug 2: COC1=C2CC(C)CC(OC)C(O)C(C)C=C(C)C(OC(N)=O)C(OC)C=CC=C(C)C(=O)NC(=CC1=O)C2=O. Cell line: UACC62. Synergy scores: synergy=-13.7. (5) Drug 1: CS(=O)(=O)CCNCc1ccc(-c2ccc3ncnc(Nc4ccc(OCc5cccc(F)c5)c(Cl)c4)c3c2)o1. Drug 2: NC1CCCCC1N.O=C(O)C(=O)O.[Pt+2]. Cell line: UWB1289. Synergy scores: synergy=-2.85. (6) Drug 1: CC1CC2C3CCC4=CC(=O)C=CC4(C)C3(F)C(O)CC2(C)C1(O)C(=O)CO. Synergy scores: synergy=-19.8. Drug 2: Cn1nnc2c(C(N)=O)ncn2c1=O. Cell line: MSTO. (7) Drug 2: O=C(O)C1(Cc2cccc(Nc3nccs3)n2)CCC(Oc2cccc(Cl)c2F)CC1. Synergy scores: synergy=2.67. Drug 1: O=S1(=O)NC2(CN1CC(F)(F)F)C1CCC2Cc2cc(C=CCN3CCC(C(F)(F)F)CC3)ccc2C1. Cell line: OV90. (8) Drug 1: NC(=O)c1cccc2cn(-c3ccc(C4CCCNC4)cc3)nc12. Drug 2: NC1CCCCC1N.O=C(O)C(=O)O.[Pt+2]. Cell line: CAOV3. Synergy scores: synergy=-10.7. (9) Drug 1: Cc1nc(Nc2ncc(C(=O)Nc3c(C)cccc3Cl)s2)cc(N2CCN(CCO)CC2)n1. Drug 2: Cn1c(=O)n(-c2ccc(C(C)(C)C#N)cc2)c2c3cc(-c4cnc5ccccc5c4)ccc3ncc21. Cell line: MSTO. Synergy scores: synergy=65.6.